This data is from Reaction yield outcomes from USPTO patents with 853,638 reactions. The task is: Predict the reaction yield, written as a fraction of the theoretical maximum amount of product (1.0 means a 100% yield; for example, 0.34 means a 34% yield). (1) The reactants are C([O:8][C:9]1[C:14]([NH:15]C(=O)OCC2C=CC=CC=2)=[CH:13][N:12]=[C:11]([N:26]2[CH:30]=[CH:29][CH:28]=[N:27]2)[N:10]=1)C1C=CC=CC=1.[H][H]. The catalyst is C1COCC1.[Pd]. The product is [NH2:15][C:14]1[C:9]([OH:8])=[N:10][C:11]([N:26]2[CH:30]=[CH:29][CH:28]=[N:27]2)=[N:12][CH:13]=1. The yield is 0.930. (2) The reactants are C([O:3][CH:4](OCC)[C:5]1[O:13][C:12]2[C:11]([C:14]3[CH:19]=[CH:18][CH:17]=[C:16]([O:20][CH:21]([CH3:23])[CH3:22])[CH:15]=3)=[CH:10][N:9]=[CH:8][C:7]=2[CH:6]=1)C.Cl.C(=O)(O)[O-].[Na+]. The catalyst is O1CCCC1. The product is [CH:21]([O:20][C:16]1[CH:15]=[C:14]([C:11]2[C:12]3[O:13][C:5]([CH:4]=[O:3])=[CH:6][C:7]=3[CH:8]=[N:9][CH:10]=2)[CH:19]=[CH:18][CH:17]=1)([CH3:23])[CH3:22]. The yield is 0.920.